Task: Predict the reaction yield, written as a fraction of the theoretical maximum amount of product (1.0 means a 100% yield; for example, 0.34 means a 34% yield).. Dataset: Reaction yield outcomes from USPTO patents with 853,638 reactions (1) The product is [Cl:12][C:5]1[C:6]([CH3:11])=[C:7]([N+:8]([O-:10])=[O:9])[C:2]([CH:14]=[O:31])=[N:3][CH:4]=1.[Cl:24][C:17]1[C:18]([CH3:23])=[C:19]([N+:20]([O-:22])=[O:21])[C:14]([CH:2]=[CH2:7])=[N:15][CH:16]=1. The reactants are N[C:2]1[C:7]([N+:8]([O-:10])=[O:9])=[C:6]([CH3:11])[C:5]([Cl:12])=[CH:4][N:3]=1.Br[C:14]1[C:19]([N+:20]([O-:22])=[O:21])=[C:18]([CH3:23])[C:17]([Cl:24])=[CH:16][N:15]=1.I([O-])(=O)(=O)=O.[Na+].[OH2:31]. The yield is 0.560. The catalyst is C1COCC1.[Os](=O)(=O)(=O)=O. (2) The reactants are [C:1]1(=[O:10])[C:9]2[C:4](=[CH:5][CH:6]=[CH:7][CH:8]=2)[CH2:3][CH2:2]1.[N+:11]([O-])([O-:13])=[O:12].[K+]. The catalyst is OS(O)(=O)=O. The product is [N+:11]([C:5]1[CH:6]=[CH:7][CH:8]=[C:9]2[C:4]=1[CH2:3][CH2:2][C:1]2=[O:10])([O-:13])=[O:12]. The yield is 0.180. (3) The reactants are ClC[C:3]1([CH3:11])[CH:8]=[C:7]([CH3:9])[CH:6]=[C:5]([CH3:10])[CH2:4]1.[F:12][C:13]1[CH:14]=[C:15]([CH2:20][CH2:21][C:22]([O:24][CH2:25][CH3:26])=[O:23])[CH:16]=[CH:17][C:18]=1[OH:19].[C:27](=O)([O-])[O-].[K+].[K+].O. The catalyst is CN(C=O)C. The product is [F:12][C:13]1[CH:14]=[C:15]([CH2:20][CH2:21][C:22]([O:24][CH2:25][CH3:26])=[O:23])[CH:16]=[CH:17][C:18]=1[O:19][CH2:27][C:4]1[C:3]([CH3:11])=[CH:8][C:7]([CH3:9])=[CH:6][C:5]=1[CH3:10]. The yield is 0.520.